This data is from Forward reaction prediction with 1.9M reactions from USPTO patents (1976-2016). The task is: Predict the product of the given reaction. (1) Given the reactants [CH2:1]([N:3]([CH:24]1[CH2:29][CH2:28][O:27][CH2:26][CH2:25]1)[C:4]1[C:5]([CH3:23])=[C:6]([CH:11]=[C:12](B2OC(C)(C)C(C)(C)O2)[CH:13]=1)[C:7]([O:9][CH3:10])=[O:8])[CH3:2].I[C:31]1[CH:32]=[CH:33][C:34]([N:37]2[CH2:43][CH2:42][CH2:41][N:40]([CH3:44])[CH2:39][CH2:38]2)=[N:35][CH:36]=1.C(=O)([O-])[O-].[Na+].[Na+].C(OCC)(=O)C, predict the reaction product. The product is: [CH2:1]([N:3]([CH:24]1[CH2:29][CH2:28][O:27][CH2:26][CH2:25]1)[C:4]1[C:5]([CH3:23])=[C:6]([CH:11]=[C:12]([C:31]2[CH:36]=[N:35][C:34]([N:37]3[CH2:43][CH2:42][CH2:41][N:40]([CH3:44])[CH2:39][CH2:38]3)=[CH:33][CH:32]=2)[CH:13]=1)[C:7]([O:9][CH3:10])=[O:8])[CH3:2]. (2) The product is: [CH2:9]([C:10]1([CH2:11][CH3:12])[O:6][C@@H:2]([CH2:3][CH2:4][OH:5])[CH2:1][O:7]1)[CH3:8]. Given the reactants [CH2:1]([OH:7])[C@@H:2]([OH:6])[CH2:3][CH2:4][OH:5].[CH3:8][CH2:9][C:10](=O)[CH2:11][CH3:12].C1(C)C=CC(S(O)(=O)=O)=CC=1, predict the reaction product. (3) Given the reactants [C:1]([O:5][CH2:6][CH3:7])(=[O:4])[CH2:2][SH:3].C(N(CC)CC)C.[Br:15][C:16]1[C:17](F)=[C:18]([C:21]([F:24])=[CH:22][CH:23]=1)[CH:19]=O, predict the reaction product. The product is: [Br:15][C:16]1[C:17]2[S:3][C:2]([C:1]([O:5][CH2:6][CH3:7])=[O:4])=[CH:19][C:18]=2[C:21]([F:24])=[CH:22][CH:23]=1. (4) Given the reactants [OH-].[Li+].[Cl:3][C:4]1[CH:5]=[C:6]([NH:10][C:11]2[N:16]=[N:15][C:14]([C:17]3[CH:18]=[C:19]4[C:24](=[CH:25][CH:26]=3)[C:23](=[O:27])[C:22]([CH2:33][C:34]([O:36]C)=[O:35])([CH2:28][C:29]([F:32])([F:31])[F:30])[CH2:21][CH2:20]4)=[CH:13][CH:12]=2)[CH:7]=[CH:8][CH:9]=1, predict the reaction product. The product is: [Cl:3][C:4]1[CH:5]=[C:6]([NH:10][C:11]2[N:16]=[N:15][C:14]([C:17]3[CH:18]=[C:19]4[C:24](=[CH:25][CH:26]=3)[C:23](=[O:27])[C:22]([CH2:33][C:34]([OH:36])=[O:35])([CH2:28][C:29]([F:32])([F:31])[F:30])[CH2:21][CH2:20]4)=[CH:13][CH:12]=2)[CH:7]=[CH:8][CH:9]=1. (5) Given the reactants [NH2:1][C:2]1[CH:3]=[C:4]([CH:9]=[C:10]([NH2:12])[CH:11]=1)[C:5]([O:7][CH3:8])=[O:6].C(N([CH2:18][CH3:19])CC)C.[CH2:20]([CH:30]([CH2:34][CH2:35][CH2:36][CH2:37][CH2:38][CH2:39][CH2:40][CH2:41][CH2:42][CH2:43][CH2:44][CH3:45])[C:31](Cl)=[O:32])[CH2:21][CH2:22][CH2:23][CH2:24][CH2:25][CH2:26][CH2:27][CH2:28][CH3:29], predict the reaction product. The product is: [CH2:34]([CH:30]([CH2:20][CH2:21][CH2:22][CH2:23][CH2:24][CH2:25][CH2:26][CH2:27][CH2:28][CH2:29][CH2:18][CH3:19])[C:31]([NH:1][C:2]1[CH:3]=[C:4]([CH:9]=[C:10]([NH:12][C:31](=[O:32])[CH:30]([CH2:20][CH2:21][CH2:22][CH2:23][CH2:24][CH2:25][CH2:26][CH2:27][CH2:28][CH3:29])[CH2:34][CH2:35][CH2:36][CH2:37][CH2:38][CH2:39][CH2:40][CH2:41][CH2:42][CH2:43][CH2:44][CH3:45])[CH:11]=1)[C:5]([O:7][CH3:8])=[O:6])=[O:32])[CH2:35][CH2:36][CH2:37][CH2:38][CH2:39][CH2:40][CH2:41][CH2:42][CH3:43]. (6) Given the reactants [Cl:1][C:2]1[CH:3]=[C:4]2[C:10]3([CH2:15][CH2:14][N:13]([C:16]([O:18][C:19]([CH3:22])([CH3:21])[CH3:20])=[O:17])[CH2:12][CH2:11]3)[CH2:9][N:8]([C:23]3[C:24]4[C@H:31]([CH3:32])[CH2:30][C@@H:29]([O:33]C(=O)C5C=CC([N+]([O-])=O)=CC=5)[C:25]=4[N:26]=[CH:27][N:28]=3)[C:5]2=[CH:6][CH:7]=1.O[Li].O, predict the reaction product. The product is: [Cl:1][C:2]1[CH:3]=[C:4]2[C:10]3([CH2:11][CH2:12][N:13]([C:16]([O:18][C:19]([CH3:22])([CH3:21])[CH3:20])=[O:17])[CH2:14][CH2:15]3)[CH2:9][N:8]([C:23]3[C:24]4[C@H:31]([CH3:32])[CH2:30][C@@H:29]([OH:33])[C:25]=4[N:26]=[CH:27][N:28]=3)[C:5]2=[CH:6][CH:7]=1. (7) Given the reactants [OH:1][CH2:2][CH2:3][N:4]([CH3:16])[C:5]1[CH:15]=[CH:14][C:8]([C:9]([O:11]CC)=[O:10])=[CH:7][CH:6]=1.[OH-].[Na+].O, predict the reaction product. The product is: [OH:1][CH2:2][CH2:3][N:4]([CH3:16])[C:5]1[CH:15]=[CH:14][C:8]([C:9]([OH:11])=[O:10])=[CH:7][CH:6]=1. (8) Given the reactants [OH:1][C:2]1C=CC([CH2:8][C:9]([OH:11])=[O:10])=CC=1[N+:12]([O-])=O.[OH-].[K+].C(Cl)(F)F.[O:21]1CCO[CH2:23][CH2:22]1, predict the reaction product. The product is: [C:9]([O:11][CH2:22][CH3:23])(=[O:10])[CH3:8].[CH3:2][OH:1].[NH4+:12].[OH-:21]. (9) Given the reactants [NH2:1][C:2]1[CH:10]=[C:9]2[C:5]([C:6]([C:24]3[CH:33]=[CH:32][C:27]([C:28]([O:30][CH3:31])=[O:29])=[CH:26][C:25]=3[F:34])=[N:7][N:8]2[C:11](=[O:23])[C:12]2[C:17]([C:18]([F:21])([F:20])[F:19])=[CH:16][CH:15]=[CH:14][C:13]=2[Cl:22])=[CH:4][CH:3]=1.[CH3:35]I, predict the reaction product. The product is: [Cl:22][C:13]1[CH:14]=[CH:15][CH:16]=[C:17]([C:18]([F:21])([F:20])[F:19])[C:12]=1[C:11]([N:8]1[C:9]2[C:5](=[CH:4][CH:3]=[C:2]([NH:1][CH3:35])[CH:10]=2)[C:6]([C:24]2[CH:33]=[CH:32][C:27]([C:28]([O:30][CH3:31])=[O:29])=[CH:26][C:25]=2[F:34])=[N:7]1)=[O:23]. (10) Given the reactants [N:1]([C@@H:4]([C@@H:8]([C:15]1[CH:20]=[CH:19][C:18]([F:21])=[CH:17][CH:16]=1)[CH:9]1[CH2:14][CH2:13][O:12][CH2:11][CH2:10]1)[C:5]([OH:7])=O)=[N+]=[N-].[NH2:22][C:23]1[CH:53]=[CH:52][CH:51]=[C:50]([F:54])[C:24]=1[CH2:25][CH2:26][C@H:27]1[O:32][CH2:31][C@@H:30]([CH2:33][O:34][C:35](=[O:42])[NH:36][CH2:37][C:38]([F:41])([F:40])[F:39])[N:29](C(OC(C)(C)C)=O)[CH2:28]1, predict the reaction product. The product is: [F:21][C:18]1[CH:19]=[CH:20][C:15]([C@@H:8]([CH:9]2[CH2:14][CH2:13][O:12][CH2:11][CH2:10]2)[C@@H:4]([C:5]([NH:22][C:23]2[CH:53]=[CH:52][CH:51]=[C:50]([F:54])[C:24]=2[CH2:25][CH2:26][C@H:27]2[O:32][CH2:31][C@@H:30]([CH2:33][O:34][C:35](=[O:42])[NH:36][CH2:37][C:38]([F:41])([F:40])[F:39])[NH:29][CH2:28]2)=[O:7])[NH2:1])=[CH:16][CH:17]=1.